Dataset: Full USPTO retrosynthesis dataset with 1.9M reactions from patents (1976-2016). Task: Predict the reactants needed to synthesize the given product. (1) Given the product [I:3][C:4]1[C:5]([C:18]([OH:20])=[O:19])=[N:6][N:7]([CH2:9][C:10]2[CH:11]=[CH:12][C:13]([O:16][CH3:17])=[CH:14][CH:15]=2)[CH:8]=1.[I:23][C:24]1[CH:25]=[N:26][N:27]([CH2:34][C:35]2[CH:40]=[CH:39][C:38]([O:41][CH3:42])=[CH:37][CH:36]=2)[C:28]=1[C:29]([OH:31])=[O:30], predict the reactants needed to synthesize it. The reactants are: [OH-].[Na+].[I:3][C:4]1[C:5]([C:18]([O:20]CC)=[O:19])=[N:6][N:7]([CH2:9][C:10]2[CH:15]=[CH:14][C:13]([O:16][CH3:17])=[CH:12][CH:11]=2)[CH:8]=1.[I:23][C:24]1[CH:25]=[N:26][N:27]([CH2:34][C:35]2[CH:40]=[CH:39][C:38]([O:41][CH3:42])=[CH:37][CH:36]=2)[C:28]=1[C:29]([O:31]CC)=[O:30]. (2) Given the product [CH3:20][O:21][C:22]1[CH:29]=[CH:28][C:25]([CH2:26][N:27]2[S:12](=[O:18])(=[O:19])[CH2:11][CH:10]([C:7]3[CH:6]=[CH:5][C:4]([N+:1]([O-:3])=[O:2])=[CH:9][CH:8]=3)[CH2:15][S:14]2(=[O:16])=[O:17])=[CH:24][CH:23]=1, predict the reactants needed to synthesize it. The reactants are: [N+:1]([C:4]1[CH:9]=[CH:8][C:7]([CH:10]2[CH2:15][S:14](=[O:17])(=[O:16])O[S:12](=[O:19])(=[O:18])[CH2:11]2)=[CH:6][CH:5]=1)([O-:3])=[O:2].[CH3:20][O:21][C:22]1[CH:29]=[CH:28][C:25]([CH2:26][NH2:27])=[CH:24][CH:23]=1. (3) Given the product [CH3:44][C:45]1([CH3:53])[O:49][CH:48]([CH2:50][O:51][NH:52][C:11]([C:4]2[C:3]([NH:14][C:15]3[CH:20]=[CH:19][C:18]([Br:21])=[CH:17][C:16]=3[Cl:22])=[C:2]([F:1])[C:7]3[N:8]=[CH:9][S:10][C:6]=3[CH:5]=2)=[O:13])[CH2:47][O:46]1, predict the reactants needed to synthesize it. The reactants are: [F:1][C:2]1[C:7]2[N:8]=[CH:9][S:10][C:6]=2[CH:5]=[C:4]([C:11]([OH:13])=O)[C:3]=1[NH:14][C:15]1[CH:20]=[CH:19][C:18]([Br:21])=[CH:17][C:16]=1[Cl:22].C1C=CC2N(O)N=NC=2C=1.CCN=C=NCCCN(C)C.[CH3:44][C:45]1([CH3:53])[O:49][CH:48]([CH2:50][O:51][NH2:52])[CH2:47][O:46]1.[NH4+].[Cl-]. (4) Given the product [CH2:11]([S:9][C:3]1[CH:4]=[CH:5][C:6]([Cl:8])=[CH:7][C:2]=1[NH2:1])[C:12]1[CH:17]=[CH:16][CH:15]=[CH:14][CH:13]=1, predict the reactants needed to synthesize it. The reactants are: [NH2:1][C:2]1[CH:7]=[C:6]([Cl:8])[CH:5]=[CH:4][C:3]=1[SH:9].Br[CH2:11][C:12]1[CH:17]=[CH:16][CH:15]=[CH:14][CH:13]=1.C([O-])([O-])=O.[K+].[K+]. (5) Given the product [F:3][C:4]1[CH:5]=[C:6]([C:10]2[C:11]([C:24]#[N:25])=[CH:12][NH:13][CH:28]=2)[CH:7]=[CH:8][CH:9]=1, predict the reactants needed to synthesize it. The reactants are: [H-].[Na+].[F:3][C:4]1[CH:5]=[C:6]([CH:10]=[CH:11][C:12]#[N:13])[CH:7]=[CH:8][CH:9]=1.S([CH2:24][N+:25]#[C-])(C1C=CC(C)=CC=1)(=O)=O.O1CCC[CH2:28]1. (6) Given the product [CH2:1]([O:3][C:4]([C:6]1[N:7]([CH2:14][C:15]2[CH:16]=[CH:17][CH:18]=[CH:19][CH:20]=2)[C:8](=[O:13])[CH:9]=[CH:10][C:11]=1[CH2:12][Br:21])=[O:5])[CH3:2], predict the reactants needed to synthesize it. The reactants are: [CH2:1]([O:3][C:4]([C:6]1[N:7]([CH2:14][C:15]2[CH:20]=[CH:19][CH:18]=[CH:17][CH:16]=2)[C:8](=[O:13])[CH:9]=[CH:10][C:11]=1[CH3:12])=[O:5])[CH3:2].[Br:21]N1C(=O)CCC1=O.C(OOC(=O)C1C=CC=CC=1)(=O)C1C=CC=CC=1. (7) Given the product [Cl:1][C:2]1[CH:7]=[C:6]([CH2:8][S:32]([CH3:36])(=[O:34])=[O:31])[CH:5]=[CH:4][C:3]=1[C:11]1[N:15]=[C:14]([C:16]2[N:17]=[C:18]3[C:23]([Cl:24])=[CH:22][C:21]([C:25]([F:28])([F:26])[F:27])=[CH:20][N:19]3[CH:29]=2)[O:13][N:12]=1, predict the reactants needed to synthesize it. The reactants are: [Cl:1][C:2]1[CH:7]=[C:6]([CH2:8]SC)[CH:5]=[CH:4][C:3]=1[C:11]1[N:15]=[C:14]([C:16]2[N:17]=[C:18]3[C:23]([Cl:24])=[CH:22][C:21]([C:25]([F:28])([F:27])[F:26])=[CH:20][N:19]3[CH:29]=2)[O:13][N:12]=1.O[O:31][S:32]([O-:34])=O.[K+].[CH3:36]C(C)=O.